From a dataset of Forward reaction prediction with 1.9M reactions from USPTO patents (1976-2016). Predict the product of the given reaction. (1) Given the reactants Br[C:2]1[CH:3]=[CH:4][C:5]([F:8])=[N:6][CH:7]=1.[C:9](=[N:22][NH2:23])([C:16]1[CH:21]=[CH:20][CH:19]=[CH:18][CH:17]=1)[C:10]1[CH:15]=[CH:14][CH:13]=[CH:12][CH:11]=1.CC(C)([O-])C.[Na+], predict the reaction product. The product is: [F:8][C:5]1[N:6]=[CH:7][C:2]([NH:23][N:22]=[C:9]([C:10]2[CH:15]=[CH:14][CH:13]=[CH:12][CH:11]=2)[C:16]2[CH:21]=[CH:20][CH:19]=[CH:18][CH:17]=2)=[CH:3][CH:4]=1. (2) Given the reactants [C:1]([C:3]1[CH:27]=[CH:26][C:6]([O:7][C:8]2[CH:9]=[C:10]([CH:14]=[C:15]([O:17][C:18]3[CH:23]=[CH:22][C:21]([C:24]#[N:25])=[CH:20][CH:19]=3)[CH:16]=2)[C:11]([OH:13])=O)=[CH:5][CH:4]=1)#[N:2].[NH:28]1[C:37]2[C:32](=[CH:33][CH:34]=[CH:35][CH:36]=2)[CH2:31][CH2:30][CH2:29]1, predict the reaction product. The product is: [C:1]([C:3]1[CH:27]=[CH:26][C:6]([O:7][C:8]2[CH:9]=[C:10]([CH:14]=[C:15]([O:17][C:18]3[CH:19]=[CH:20][C:21]([C:24]#[N:25])=[CH:22][CH:23]=3)[CH:16]=2)[C:11]([N:28]2[C:37]3[C:32](=[CH:33][CH:34]=[CH:35][CH:36]=3)[CH2:31][CH2:30][CH2:29]2)=[O:13])=[CH:5][CH:4]=1)#[N:2]. (3) Given the reactants [F:1][C:2]1[CH:7]=[CH:6][C:5]([C:8]#[C:9][C:10]([N:13]2[CH2:18][CH2:17][C:16]([CH2:25][C:26]3([CH3:29])[CH2:28][O:27]3)([C:19]3[CH:24]=[CH:23][CH:22]=[CH:21][CH:20]=3)[O:15][C:14]2=[O:30])([CH3:12])[CH3:11])=[CH:4][CH:3]=1.O, predict the reaction product. The product is: [F:1][C:2]1[CH:7]=[CH:6][C:5]([C:8]#[C:9][C:10]([N:13]2[CH2:18][CH2:17][C:16]([CH2:25][C:26]([OH:27])([CH3:29])[CH3:28])([C:19]3[CH:20]=[CH:21][CH:22]=[CH:23][CH:24]=3)[O:15][C:14]2=[O:30])([CH3:12])[CH3:11])=[CH:4][CH:3]=1. (4) The product is: [C:2]([C:7]1[O:11][C:10]([CH2:12][N:13]2[CH:17]=[CH:16][C:15]([NH:18][C:25]([C:23]3[N:24]=[C:20]([CH3:19])[O:21][C:22]=3[C:28]3[CH:29]=[C:30]([CH3:34])[CH:31]=[CH:32][CH:33]=3)=[O:26])=[N:14]2)=[CH:9][CH:8]=1)(=[O:6])[CH3:1]. Given the reactants [CH3:1][C:2]1([C:7]2[O:11][C:10]([CH2:12][N:13]3[CH:17]=[CH:16][C:15]([NH2:18])=[N:14]3)=[CH:9][CH:8]=2)[O:6]CCO1.[CH3:19][C:20]1[O:21][C:22]([C:28]2[CH:29]=[C:30]([CH3:34])[CH:31]=[CH:32][CH:33]=2)=[C:23]([C:25](O)=[O:26])[N:24]=1, predict the reaction product. (5) Given the reactants [C:1]([C:5]1[CH:10]=[CH:9][C:8]([C:11]2[NH:19][C:14]3=[N:15][CH:16]=[CH:17][N:18]=[C:13]3[C:12]=2[CH2:20][CH2:21][CH2:22][NH2:23])=[CH:7][CH:6]=1)([CH3:4])([CH3:3])[CH3:2].[CH3:24][S:25](Cl)(=[O:27])=[O:26].C(N(CC)CC)C.O, predict the reaction product. The product is: [C:1]([C:5]1[CH:10]=[CH:9][C:8]([C:11]2[NH:19][C:14]3=[N:15][CH:16]=[CH:17][N:18]=[C:13]3[C:12]=2[CH2:20][CH2:21][CH2:22][NH:23][S:25]([CH3:24])(=[O:27])=[O:26])=[CH:7][CH:6]=1)([CH3:4])([CH3:2])[CH3:3]. (6) Given the reactants [Cl:1][C:2]1[CH:7]=[C:6]([C:8]([F:11])([F:10])[F:9])[CH:5]=[CH:4][C:3]=1[OH:12].[CH2:13](O)[CH2:14][C@H:15](O)[CH3:16].[OH:19][C:20]1[CH:25]=[CH:24][C:23]([CH:26]([C:32]#[C:33][CH3:34])[CH2:27][C:28]([O:30]C)=[O:29])=[CH:22][CH:21]=1, predict the reaction product. The product is: [Cl:1][C:2]1[CH:7]=[C:6]([C:8]([F:10])([F:11])[F:9])[CH:5]=[CH:4][C:3]=1[O:12][C@H:14]([CH3:13])[CH2:15][CH2:16][O:19][C:20]1[CH:25]=[CH:24][C:23]([CH:26]([C:32]#[C:33][CH3:34])[CH2:27][C:28]([OH:30])=[O:29])=[CH:22][CH:21]=1. (7) Given the reactants [CH3:1][N:2]1[C:10]2[C:5](=[C:6]([N+:11]([O-])=O)[CH:7]=[CH:8][CH:9]=2)[CH:4]=[CH:3]1, predict the reaction product. The product is: [CH3:1][N:2]1[C:10]2[C:5](=[C:6]([NH2:11])[CH:7]=[CH:8][CH:9]=2)[CH:4]=[CH:3]1. (8) Given the reactants Br[C:2]1[CH:3]=[C:4]2[C:10]([CH3:11])=[N:9][N:8]([CH2:12][C:13]3[CH:18]=[CH:17][C:16]([O:19][CH3:20])=[CH:15][CH:14]=3)[C:5]2=[N:6][CH:7]=1.[CH3:21][N:22]1[CH2:27][CH2:26][N:25]([C:28]2[CH:33]=[CH:32][C:31](B3OC(C)(C)C(C)(C)O3)=[CH:30][CH:29]=2)[CH2:24][CH2:23]1.C([O-])([O-])=O.[Cs+].[Cs+], predict the reaction product. The product is: [CH3:20][O:19][C:16]1[CH:17]=[CH:18][C:13]([CH2:12][N:8]2[C:5]3=[N:6][CH:7]=[C:2]([C:31]4[CH:30]=[CH:29][C:28]([N:25]5[CH2:26][CH2:27][N:22]([CH3:21])[CH2:23][CH2:24]5)=[CH:33][CH:32]=4)[CH:3]=[C:4]3[C:10]([CH3:11])=[N:9]2)=[CH:14][CH:15]=1. (9) Given the reactants [CH3:1][O:2][C:3]1[CH:21]=[CH:20][C:6]([CH2:7][N:8]2[CH:12]=[C:11]([N+:13]([O-:15])=[O:14])[C:10]([C:16]([NH:18][NH2:19])=O)=[N:9]2)=[CH:5][CH:4]=1.C[CH2:23][O:24][CH2:25][CH3:26].[OH-:27].[Na+], predict the reaction product. The product is: [CH3:23][O:24][C:25]1[CH:26]=[CH:20][C:6]([CH2:7][N:8]2[C:16]([C:10]3[C:11]([N+:13]([O-:15])=[O:14])=[CH:12][N:8]([CH2:7][C:6]4[CH:20]=[CH:21][C:3]([O:2][CH3:1])=[CH:4][CH:5]=4)[N:9]=3)=[N:18][NH:19][C:12]2=[O:27])=[CH:5][CH:4]=1. (10) Given the reactants [C:1]([N:8]1C=CN=C1)(N1C=CN=C1)=[S:2].[CH2:13]([O:20]CC1C=CC=CC=1)[C:14]1[CH:19]=[CH:18][CH:17]=[CH:16][CH:15]=1.[Na].N.FC(F)(F)S(Cl)(=O)=O.C1(C)C=CC(S(Cl)(=O)=O)=CC=1, predict the reaction product. The product is: [C:1](=[S:2])([O:20][CH2:13][C:14]1[CH:19]=[CH:18][CH:17]=[CH:16][CH:15]=1)[NH2:8].